Dataset: Catalyst prediction with 721,799 reactions and 888 catalyst types from USPTO. Task: Predict which catalyst facilitates the given reaction. (1) Reactant: [NH2:1][C:2]([CH3:23])([CH3:22])[CH2:3][N:4]1[C:16]2[C:15]3[N:14]=[CH:13][CH:12]=[CH:11][C:10]=3[N:9]=[C:8]([NH2:17])[C:7]=2[N:6]=[C:5]1[CH2:18][O:19][CH2:20][CH3:21].C(N(CC)CC)C.[CH:31]1([C:37](Cl)=[O:38])[CH2:36][CH2:35][CH2:34][CH2:33][CH2:32]1. Product: [NH2:17][C:8]1[C:7]2[N:6]=[C:5]([CH2:18][O:19][CH2:20][CH3:21])[N:4]([CH2:3][C:2]([NH:1][C:37]([CH:31]3[CH2:36][CH2:35][CH2:34][CH2:33][CH2:32]3)=[O:38])([CH3:22])[CH3:23])[C:16]=2[C:15]2[N:14]=[CH:13][CH:12]=[CH:11][C:10]=2[N:9]=1. The catalyst class is: 503. (2) Reactant: [Br:1][C:2]1[N:7]2[N:8]=[C:9]([CH2:14][CH3:15])[C:10]([N+:11]([O-])=O)=[C:6]2[CH:5]=[CH:4][CH:3]=1.C(O)C.O. Product: [Br:1][C:2]1[N:7]2[N:8]=[C:9]([CH2:14][CH3:15])[C:10]([NH2:11])=[C:6]2[CH:5]=[CH:4][CH:3]=1. The catalyst class is: 763. (3) Reactant: BrC[C:3]1[CH:8]=[CH:7][N:6]=[C:5]([O:9][CH3:10])[CH:4]=1.[C:11]1([C:17]([C:25]2[CH:30]=[CH:29][CH:28]=[CH:27][CH:26]=2)=[N:18][CH2:19][C:20]([O:22][CH2:23][CH3:24])=[O:21])[CH:16]=[CH:15][CH:14]=[CH:13][CH:12]=1.[OH-].[Na+].[CH2:33]1COCC1. Product: [C:11]1([C:17]([C:25]2[CH:30]=[CH:29][CH:28]=[CH:27][CH:26]=2)=[N:18][C@H:19]([C:20]([O:22][CH2:23][CH3:24])=[O:21])[CH2:33][C:7]2[CH:8]=[CH:3][CH:4]=[C:5]([O:9][CH3:10])[N:6]=2)[CH:12]=[CH:13][CH:14]=[CH:15][CH:16]=1. The catalyst class is: 6. (4) Reactant: Cl.[NH2:2][OH:3].[CH:4]1([O:9][C:10]2[C:15]([CH2:16][N:17]([CH3:28])[CH:18]3[C:27]4[C:22](=[CH:23][CH:24]=[CH:25][CH:26]=4)[CH2:21][CH2:20][CH2:19]3)=[C:14]([CH3:29])[N:13]=[C:12]([C:30]3[CH:35]=[CH:34][CH:33]=[C:32]([F:36])[C:31]=3[C:37](=O)[CH2:38][CH3:39])[CH:11]=2)[CH2:8][CH2:7][CH2:6][CH2:5]1. Product: [CH:4]1([O:9][C:10]2[C:15]([CH2:16][N:17]([CH3:28])[CH:18]3[C:27]4[C:22](=[CH:23][CH:24]=[CH:25][CH:26]=4)[CH2:21][CH2:20][CH2:19]3)=[C:14]([CH3:29])[N:13]=[C:12]([C:30]3[CH:35]=[CH:34][CH:33]=[C:32]([F:36])[C:31]=3[C:37](=[N:2][OH:3])[CH2:38][CH3:39])[CH:11]=2)[CH2:8][CH2:7][CH2:6][CH2:5]1. The catalyst class is: 17. (5) Reactant: [CH:1]1([NH2:9])[CH2:8][CH2:7][CH2:6][CH2:5][CH2:4][CH2:3][CH2:2]1.[CH3:10][N:11]([CH3:25])[C:12]1([C:19]2[CH:24]=[CH:23][CH:22]=[CH:21][CH:20]=2)[CH2:17][CH2:16][C:15](=O)[CH2:14][CH2:13]1.ClCCCl.C(O[BH-](OC(=O)C)OC(=O)C)(=O)C.[Na+]. Product: [CH:1]1([NH:9][CH:15]2[CH2:14][CH2:13][C:12]([C:19]3[CH:20]=[CH:21][CH:22]=[CH:23][CH:24]=3)([N:11]([CH3:25])[CH3:10])[CH2:17][CH2:16]2)[CH2:8][CH2:7][CH2:6][CH2:5][CH2:4][CH2:3][CH2:2]1. The catalyst class is: 506. (6) Reactant: [CH2:1]([N:3]1[C:7]2=[N:8][C:9]([CH2:33][CH3:34])=[C:10]([CH2:19][NH:20][C:21]([C:23]3[CH:24]=[C:25]([CH:30]=[CH:31][CH:32]=3)[C:26]([O:28]C)=[O:27])=[O:22])[C:11]([NH:12][CH:13]3[CH2:18][CH2:17][O:16][CH2:15][CH2:14]3)=[C:6]2[CH:5]=[N:4]1)[CH3:2].[Li+].[OH-]. Product: [CH2:1]([N:3]1[C:7]2=[N:8][C:9]([CH2:33][CH3:34])=[C:10]([CH2:19][NH:20][C:21]([C:23]3[CH:24]=[C:25]([CH:30]=[CH:31][CH:32]=3)[C:26]([OH:28])=[O:27])=[O:22])[C:11]([NH:12][CH:13]3[CH2:18][CH2:17][O:16][CH2:15][CH2:14]3)=[C:6]2[CH:5]=[N:4]1)[CH3:2]. The catalyst class is: 24.